Predict the reaction yield, written as a fraction of the theoretical maximum amount of product (1.0 means a 100% yield; for example, 0.34 means a 34% yield). From a dataset of Reaction yield outcomes from USPTO patents with 853,638 reactions. (1) The reactants are [CH2:1]([N:3]([CH2:14][CH2:15][O:16][CH3:17])[CH2:4][C@H:5]([C:8]1[CH:13]=[CH:12][CH:11]=[CH:10][CH:9]=1)[NH:6][CH3:7])[CH3:2].[Cl:18][C:19]1[CH:20]=[C:21]([CH2:26][C:27]([OH:29])=O)[CH:22]=[CH:23][C:24]=1[Cl:25].C(N(CC)C(C)C)(C)C.F[B-](F)(F)F.N1(OC(N(C)C)=[N+](C)C)C2C=CC=CC=2N=N1. The catalyst is C(#N)C.ClCCl. The product is [Cl:18][C:19]1[CH:20]=[C:21]([CH2:26][C:27]([N:6]([C@@H:5]([C:8]2[CH:9]=[CH:10][CH:11]=[CH:12][CH:13]=2)[CH2:4][N:3]([CH2:1][CH3:2])[CH2:14][CH2:15][O:16][CH3:17])[CH3:7])=[O:29])[CH:22]=[CH:23][C:24]=1[Cl:25]. The yield is 0.350. (2) The reactants are [C@@H:1]12[CH2:7][C@@H:4]([CH:5]=[CH:6]1)[C:3](=[O:8])[NH:2]2.[ClH:9].[CH3:10][OH:11]. No catalyst specified. The product is [ClH:9].[CH3:10][O:11][C:3]([C@H:4]1[CH2:7][C@@H:1]([NH2:2])[CH:6]=[CH:5]1)=[O:8]. The yield is 0.850. (3) The reactants are [Cl:1][C:2]1[CH:7]=[CH:6][C:5]([S:8](Cl)(=[O:10])=[O:9])=[CH:4][CH:3]=1.[F:12][C:13]1[CH:18]=[CH:17][C:16]([C@@H:19]([NH2:22])[CH2:20][CH3:21])=[CH:15][CH:14]=1. No catalyst specified. The product is [Cl:1][C:2]1[CH:7]=[CH:6][C:5]([S:8]([NH:22][C@H:19]([C:16]2[CH:15]=[CH:14][C:13]([F:12])=[CH:18][CH:17]=2)[CH2:20][CH3:21])(=[O:10])=[O:9])=[CH:4][CH:3]=1. The yield is 0.840. (4) The reactants are O.[CH3:2][C:3]1([CH3:30])[O:8][CH2:7][CH:6]([CH2:9][O:10][C:11]2[C:16]([CH3:17])=[CH:15][N:14]=[C:13]([CH2:18][S:19][C:20]3[NH:24][C:23]4[CH:25]=[CH:26][CH:27]=[CH:28][C:22]=4[N:21]=3)[C:12]=2[CH3:29])[CH2:5][O:4]1.C(N(CC)C(C)C)(C)C.[O-]O.C1(C(C)C)C=CC=CC=1.C(=O)([O-])[OH:52].[Na+]. The catalyst is CC(C)[O-].[Ti+4].CC(C)[O-].CC(C)[O-].CC(C)[O-].C1(C)C=CC=CC=1. The product is [CH3:2][C:3]1([CH3:30])[O:4][CH2:5][CH:6]([CH2:9][O:10][C:11]2[C:16]([CH3:17])=[CH:15][N:14]=[C:13]([CH2:18][S:19]([C:20]3[NH:21][C:22]4[CH:28]=[CH:27][CH:26]=[CH:25][C:23]=4[N:24]=3)=[O:52])[C:12]=2[CH3:29])[CH2:7][O:8]1. The yield is 0.811. (5) The reactants are I[C:2]1[C:10]2[C:5](=[CH:6][CH:7]=[C:8]([O:11][CH3:12])[CH:9]=2)[N:4]([CH3:13])[CH:3]=1.[CH3:14][C:15]1([CH3:22])[C:19]([CH3:21])([CH3:20])[O:18][BH:17][O:16]1. The catalyst is O1CCOCC1.C1C=CC(P(C2C=CC=CC=2)[C-]2C=CC=C2)=CC=1.C1C=CC(P(C2C=CC=CC=2)[C-]2C=CC=C2)=CC=1.Cl[Pd]Cl.[Fe+2].C(Cl)Cl. The product is [CH3:12][O:11][C:8]1[CH:9]=[C:10]2[C:5](=[CH:6][CH:7]=1)[N:4]([CH3:13])[CH:3]=[C:2]2[B:17]1[O:18][C:19]([CH3:21])([CH3:20])[C:15]([CH3:22])([CH3:14])[O:16]1. The yield is 0.370. (6) The reactants are Cl.O1CCOCC1.C(OC([NH:15][C:16]1[CH:17]=[N:18][CH:19]=[CH:20][C:21]=1[C@H:22]1[CH2:27][C@@H:26]([NH:28][C:29](=[O:35])[O:30][C:31]([CH3:34])([CH3:33])[CH3:32])[C@@H:25]([N:36]=[N+:37]=[N-:38])[C@@H:24]([CH3:39])[CH2:23]1)=O)(C)(C)C.CC(OC(OC(OC(C)(C)C)=O)=O)(C)C. The catalyst is C(Cl)Cl. The product is [NH2:15][C:16]1[CH:17]=[N:18][CH:19]=[CH:20][C:21]=1[C@H:22]1[CH2:27][C@@H:26]([NH:28][C:29](=[O:35])[O:30][C:31]([CH3:34])([CH3:33])[CH3:32])[C@@H:25]([N:36]=[N+:37]=[N-:38])[C@@H:24]([CH3:39])[CH2:23]1. The yield is 0.570. (7) The reactants are Br[C:2]1[C:7]([F:8])=[CH:6][CH:5]=[CH:4][N:3]=1.[C:9]([C:11]1[CH:16]=[CH:15][C:14](B(O)O)=[CH:13][CH:12]=1)#[N:10].C(=O)([O-])[O-].[Na+].[Na+]. The catalyst is C1C=CC([P]([Pd]([P](C2C=CC=CC=2)(C2C=CC=CC=2)C2C=CC=CC=2)([P](C2C=CC=CC=2)(C2C=CC=CC=2)C2C=CC=CC=2)[P](C2C=CC=CC=2)(C2C=CC=CC=2)C2C=CC=CC=2)(C2C=CC=CC=2)C2C=CC=CC=2)=CC=1. The product is [F:8][C:7]1[C:2]([C:14]2[CH:15]=[CH:16][C:11]([C:9]#[N:10])=[CH:12][CH:13]=2)=[N:3][CH:4]=[CH:5][CH:6]=1. The yield is 0.890. (8) The reactants are Cl.[C:2]1([N:8]2[C:12]([NH:13][C:14]([NH:16][C@H:17]3[C@H:21]([C:22]4[CH:27]=[CH:26][CH:25]=[CH:24][CH:23]=4)[CH2:20][NH:19][CH2:18]3)=[O:15])=[C:11]3[CH2:28][CH2:29][CH2:30][C:10]3=[N:9]2)[CH:7]=[CH:6][CH:5]=[CH:4][CH:3]=1.Br[CH2:32][CH3:33].CCN(C(C)C)C(C)C. The catalyst is CN(C=O)C. The product is [CH2:32]([N:19]1[CH2:20][C@@H:21]([C:22]2[CH:23]=[CH:24][CH:25]=[CH:26][CH:27]=2)[C@H:17]([NH:16][C:14]([NH:13][C:12]2[N:8]([C:2]3[CH:7]=[CH:6][CH:5]=[CH:4][CH:3]=3)[N:9]=[C:10]3[CH2:30][CH2:29][CH2:28][C:11]=23)=[O:15])[CH2:18]1)[CH3:33]. The yield is 0.880. (9) The reactants are [CH3:1][O:2][C:3](=[O:26])[CH2:4][C:5]1[C:14]([CH3:15])=[C:13](B2OC(C)(C)C(C)(C)O2)[C:12]2[C:7](=[CH:8][CH:9]=[C:10]([Cl:25])[CH:11]=2)[CH:6]=1.Br[C:28]1[CH:33]=[CH:32][C:31]([S:34]([NH:37][CH2:38][CH2:39][OH:40])(=[O:36])=[O:35])=[CH:30][CH:29]=1.C(=O)([O-])[O-].[Na+].[Na+].O. The catalyst is C(COC)OC.C1C=CC([P]([Pd]([P](C2C=CC=CC=2)(C2C=CC=CC=2)C2C=CC=CC=2)([P](C2C=CC=CC=2)(C2C=CC=CC=2)C2C=CC=CC=2)[P](C2C=CC=CC=2)(C2C=CC=CC=2)C2C=CC=CC=2)(C2C=CC=CC=2)C2C=CC=CC=2)=CC=1. The product is [CH3:1][O:2][C:3](=[O:26])[CH2:4][C:5]1[C:14]([CH3:15])=[C:13]([C:28]2[CH:29]=[CH:30][C:31]([S:34](=[O:35])(=[O:36])[NH:37][CH2:38][CH2:39][OH:40])=[CH:32][CH:33]=2)[C:12]2[C:7](=[CH:8][CH:9]=[C:10]([Cl:25])[CH:11]=2)[CH:6]=1. The yield is 0.420. (10) The reactants are [C:1]([O:5][C:6]([NH:8][CH:9]1[C:23](=[O:24])[N:22]2[CH2:25][C@H:26]([O:28]C3C=C(C4C=CC=CN=4)N=C4C=CSC=34)[CH2:27][C@H:21]2[C:20](=[O:44])[NH:19][C@:18]2([C:46]([O:48][CH3:49])=[O:47])[CH2:45][C@H:17]2[CH:16]=[CH:15][CH2:14][CH2:13][CH2:12][CH2:11][CH2:10]1)=[O:7])([CH3:4])([CH3:3])[CH3:2].CC(C)(C)CC(N[C@@H](CCCCCC=C)C(N1C[C@@H](O)C[C@H]1C(N[C@]1(C(OC)=O)C[C@H]1C=C)=O)=O)=O. The catalyst is CC1C=C(C)C(N2C(=[Ru](Cl)(Cl)=CC3C=CC=CC=3OC(C)C)N(C3C(C)=CC(C)=CC=3C)CC2)=C(C)C=1. The product is [C:1]([O:5][C:6]([NH:8][C@@H:9]1[C:23](=[O:24])[N:22]2[CH2:25][C@@H:26]([OH:28])[CH2:27][C@H:21]2[C:20](=[O:44])[NH:19][C@:18]2([C:46]([O:48][CH3:49])=[O:47])[CH2:45][C@H:17]2[CH:16]=[CH:15][CH2:14][CH2:13][CH2:12][CH2:11][CH2:10]1)=[O:7])([CH3:4])([CH3:3])[CH3:2]. The yield is 0.430.